The task is: Predict which catalyst facilitates the given reaction.. This data is from Catalyst prediction with 721,799 reactions and 888 catalyst types from USPTO. (1) Product: [Br:12][C:13]1[CH:14]=[CH:15][C:16]([O:19][CH:1]([CH3:6])[CH3:2])=[N:17][CH:18]=1. The catalyst class is: 25. Reactant: [C:1]1(C)[CH:6]=CC=C[CH:2]=1.IC(C)C.[Br:12][C:13]1[CH:14]=[CH:15][C:16](=[O:19])[NH:17][CH:18]=1. (2) Reactant: [CH2:1]([S:3][C:4]1[C:8]2[CH:9]=[N:10][C:11]([NH:13][C:14]([NH:16][C@@H:17]([C:19]3[CH:24]=[CH:23][CH:22]=[CH:21][CH:20]=3)[CH3:18])=[O:15])=[CH:12][C:7]=2[N:6](C(C2C=CC=CC=2)(C2C=CC=CC=2)C2C=CC=CC=2)[N:5]=1)[CH3:2].C([SiH](CC)CC)C. Product: [CH2:1]([S:3][C:4]1[C:8]2[CH:9]=[N:10][C:11]([NH:13][C:14]([NH:16][C@@H:17]([C:19]3[CH:20]=[CH:21][CH:22]=[CH:23][CH:24]=3)[CH3:18])=[O:15])=[CH:12][C:7]=2[NH:6][N:5]=1)[CH3:2]. The catalyst class is: 67.